This data is from Reaction yield outcomes from USPTO patents with 853,638 reactions. The task is: Predict the reaction yield, written as a fraction of the theoretical maximum amount of product (1.0 means a 100% yield; for example, 0.34 means a 34% yield). (1) The reactants are [NH:1]1[C:5]2[CH:6]=[CH:7][C:8]([C:10]([OH:12])=O)=[CH:9][C:4]=2[N:3]=[CH:2]1.[NH:13]1[CH2:18][CH2:17][CH2:16][C@@H:15]2[C:19]3[CH:20]=[CH:21][C:22]([NH:26][C:27](=[O:29])[CH3:28])=[CH:23][C:24]=3[CH2:25][C@H:14]12. No catalyst specified. The product is [NH:1]1[C:5]2[CH:6]=[CH:7][C:8]([C:10]([N:13]3[CH2:18][CH2:17][CH2:16][C@@H:15]4[C:19]5[CH:20]=[CH:21][C:22]([NH:26][C:27](=[O:29])[CH3:28])=[CH:23][C:24]=5[CH2:25][C@H:14]34)=[O:12])=[CH:9][C:4]=2[N:3]=[CH:2]1. The yield is 0.340. (2) The reactants are Cl.Cl.[CH2:3]([O:5][C:6]([C:8]1[CH:17]=[CH:16][C:15]2[C:10](=[CH:11][CH:12]=[C:13]([C:18]3[C:26]4[C:21](=[CH:22][CH:23]=[C:24]([C:27](OCC)=[NH:28])[CH:25]=4)[NH:20][N:19]=3)[CH:14]=2)[CH:9]=1)=[O:7])[CH3:4].[N:32]1([CH2:37][C:38]([NH:40][NH2:41])=O)[CH2:36][CH2:35][CH2:34][CH2:33]1.C(N(CC)CC)C. The catalyst is C(O)C. The product is [CH2:3]([O:5][C:6]([C:8]1[CH:17]=[CH:16][C:15]2[C:10](=[CH:11][CH:12]=[C:13]([C:18]3[C:26]4[C:21](=[CH:22][CH:23]=[C:24]([C:27]5[NH:41][N:40]=[C:38]([CH2:37][N:32]6[CH2:36][CH2:35][CH2:34][CH2:33]6)[N:28]=5)[CH:25]=4)[NH:20][N:19]=3)[CH:14]=2)[CH:9]=1)=[O:7])[CH3:4]. The yield is 0.260. (3) The reactants are [NH2:1][C:2]1[CH:3]=[C:4]([CH:22]=[CH:23][CH:24]=1)[C:5]([NH:7][CH2:8][CH:9]([OH:21])[CH2:10][N:11]1[CH2:20][CH2:19][C:18]2[C:13](=[CH:14][CH:15]=[CH:16][CH:17]=2)[CH2:12]1)=[O:6].[CH3:25][C:26]1([CH3:33])[CH2:31][C:30](=O)[CH2:29][CH2:28][O:27]1.CC(O)=O.[BH3-]C#N.[Na+]. The catalyst is CO. The product is [CH2:12]1[C:13]2[C:18](=[CH:17][CH:16]=[CH:15][CH:14]=2)[CH2:19][CH2:20][N:11]1[CH2:10][CH:9]([OH:21])[CH2:8][NH:7][C:5](=[O:6])[C:4]1[CH:22]=[CH:23][CH:24]=[C:2]([NH:1][CH:30]2[CH2:29][CH2:28][O:27][C:26]([CH3:33])([CH3:25])[CH2:31]2)[CH:3]=1. The yield is 0.0310. (4) The reactants are [CH:1]1([C:4]2[N:5]=[C:6]3[C:12]([CH:13]=[O:14])=[CH:11][N:10]([CH2:15][O:16][CH2:17][CH2:18][Si:19]([CH3:22])([CH3:21])[CH3:20])[C:7]3=[N:8][CH:9]=2)[CH2:3][CH2:2]1.S(=O)(=O)([OH:25])N.Cl([O-])=O.[Na+].P([O-])(O)(O)=O.[K+]. The catalyst is O1CCOCC1.O. The product is [CH:1]1([C:4]2[N:5]=[C:6]3[C:12]([C:13]([OH:25])=[O:14])=[CH:11][N:10]([CH2:15][O:16][CH2:17][CH2:18][Si:19]([CH3:22])([CH3:21])[CH3:20])[C:7]3=[N:8][CH:9]=2)[CH2:2][CH2:3]1. The yield is 0.870. (5) The reactants are [Br:1][C:2]1[CH:3]=[CH:4][C:5]2[C:11](=[O:12])[CH2:10][CH2:9][CH2:8][O:7][C:6]=2[CH:13]=1.[Br:14]Br. The catalyst is CCOCC. The product is [Br:14][CH:10]1[CH2:9][CH2:8][O:7][C:6]2[CH:13]=[C:2]([Br:1])[CH:3]=[CH:4][C:5]=2[C:11]1=[O:12]. The yield is 0.960. (6) No catalyst specified. The yield is 0.905. The product is [Cl:16][C:17]1[CH:18]=[CH:19][C:20]([C@@H:23]2[CH2:25][C@H:24]2[C:26]([N:10]2[CH2:9][C@H:8]([CH2:11][CH:12]([CH3:14])[CH3:13])[NH:7][C:6](=[O:15])[C@@H:5]2[CH2:1][CH:2]([CH3:4])[CH3:3])=[O:27])=[CH:21][CH:22]=1. The reactants are [CH2:1]([C@@H:5]1[NH:10][CH2:9][C@H:8]([CH2:11][CH:12]([CH3:14])[CH3:13])[NH:7][C:6]1=[O:15])[CH:2]([CH3:4])[CH3:3].[Cl:16][C:17]1[CH:22]=[CH:21][C:20]([C@@H:23]2[CH2:25][C@H:24]2[C:26](O)=[O:27])=[CH:19][CH:18]=1.C([C@@H]1N(C(=O)/C=C/C2C=CC=CC=2)C[C@H](CC(C)C)NC1=O)C(C)C. (7) The reactants are [F:1][C:2]1([F:17])[O:6][C:5]2[CH:7]=[CH:8][C:9]([C:11]3([C:14](Cl)=[O:15])[CH2:13][CH2:12]3)=[CH:10][C:4]=2[O:3]1.C(N(CC)CC)C.[Br:25][C:26]1[N:31]=[C:30]([NH2:32])[CH:29]=[CH:28][C:27]=1[Cl:33]. The catalyst is ClCCl. The product is [Br:25][C:26]1[N:31]=[C:30]([NH:32][C:14]([C:11]2([C:9]3[CH:8]=[CH:7][C:5]4[O:6][C:2]([F:17])([F:1])[O:3][C:4]=4[CH:10]=3)[CH2:13][CH2:12]2)=[O:15])[CH:29]=[CH:28][C:27]=1[Cl:33]. The yield is 0.690. (8) The reactants are [K+].[C:2]([C:4]1[N:5]=[C:6]([C:17]([O-:19])=O)[N:7]([CH2:9][O:10][CH2:11][CH2:12][Si:13]([CH3:16])([CH3:15])[CH3:14])[CH:8]=1)#[N:3].CCN(C(C)C)C(C)C.C1CN([P+](Br)(N2CCCC2)N2CCCC2)CC1.F[P-](F)(F)(F)(F)F.[C:53]([O:57][C:58]([N:60]1[CH2:65][CH2:64][CH:63]([C:66]2[CH:71]=[CH:70][C:69]([NH2:72])=[C:68]([C:73]3[CH2:78][CH2:77][CH2:76][CH2:75][CH:74]=3)[N:67]=2)[CH2:62][CH2:61]1)=[O:59])([CH3:56])([CH3:55])[CH3:54]. The catalyst is C(Cl)Cl.CCOC(C)=O. The product is [C:53]([O:57][C:58]([N:60]1[CH2:65][CH2:64][CH:63]([C:66]2[CH:71]=[CH:70][C:69]([NH:72][C:17]([C:6]3[N:7]([CH2:9][O:10][CH2:11][CH2:12][Si:13]([CH3:14])([CH3:15])[CH3:16])[CH:8]=[C:4]([C:2]#[N:3])[N:5]=3)=[O:19])=[C:68]([C:73]3[CH2:78][CH2:77][CH2:76][CH2:75][CH:74]=3)[N:67]=2)[CH2:62][CH2:61]1)=[O:59])([CH3:56])([CH3:54])[CH3:55]. The yield is 0.400.